From a dataset of Forward reaction prediction with 1.9M reactions from USPTO patents (1976-2016). Predict the product of the given reaction. (1) Given the reactants [Cl:1][S:2]([OH:5])(=O)=[O:3].[NH2:6][C:7]1[CH:12]=[CH:11][CH:10]=[CH:9][N:8]=1.S(Cl)(Cl)=O.C(=O)(O)[O-].[Na+], predict the reaction product. The product is: [NH2:6][C:7]1[N:8]=[CH:9][C:10]([S:2]([Cl:1])(=[O:5])=[O:3])=[CH:11][CH:12]=1. (2) The product is: [NH2:4][C:5]1[CH:6]=[C:7]([O:16][CH3:17])[C:8]([C:13]([OH:15])([CH3:1])[CH3:14])=[C:9]([O:11][CH3:12])[CH:10]=1. Given the reactants [CH3:1][Mg]Br.[NH2:4][C:5]1[CH:10]=[C:9]([O:11][CH3:12])[C:8]([C:13](=[O:15])[CH3:14])=[C:7]([O:16][CH3:17])[CH:6]=1.[Cl-].[NH4+], predict the reaction product. (3) Given the reactants Cl[C:2]1[N:3]=[CH:4][C:5]2[C:10]([CH:11]=1)=[CH:9][CH:8]=[CH:7][CH:6]=2.[CH3:12][N:13]([C:21]1[CH:26]=[CH:25][C:24](B2OC(C)(C)C(C)(C)O2)=[CH:23][CH:22]=1)[C:14](=[O:20])[O:15][C:16]([CH3:19])([CH3:18])[CH3:17], predict the reaction product. The product is: [CH:4]1[C:5]2[C:10](=[CH:9][CH:8]=[CH:7][CH:6]=2)[CH:11]=[C:2]([C:24]2[CH:23]=[CH:22][C:21]([N:13]([CH3:12])[C:14](=[O:20])[O:15][C:16]([CH3:17])([CH3:18])[CH3:19])=[CH:26][CH:25]=2)[N:3]=1. (4) Given the reactants [CH3:1]C1C(P(C2C(C)=CC=CC=2)C2C(C)=CC=CC=2)=CC=CC=1.CI.[CH3:25][O:26][C:27]1[CH:64]=[CH:63][C:62]([O:65][CH3:66])=[CH:61][C:28]=1[CH2:29][N:30]([C:34]1[CH:39]=[C:38]([F:40])[CH:37]=[CH:36][C:35]=1[O:41][C:42]1[CH:47]=[CH:46][C:45]([Sn](CCCC)(CCCC)CCCC)=[CH:44][CH:43]=1)[C:31](=[O:33])[CH3:32].O, predict the reaction product. The product is: [CH3:25][O:26][C:27]1[CH:64]=[CH:63][C:62]([O:65][CH3:66])=[CH:61][C:28]=1[CH2:29][N:30]([C:34]1[CH:39]=[C:38]([F:40])[CH:37]=[CH:36][C:35]=1[O:41][C:42]1[CH:43]=[CH:44][C:45]([CH3:1])=[CH:46][CH:47]=1)[C:31](=[O:33])[CH3:32]. (5) Given the reactants [CH3:1][O:2][C:3]([C:5]1[NH:6][C:7]2[C:12]([CH:13]=1)=[CH:11][C:10]([S:14]([CH3:17])(=[O:16])=[O:15])=[CH:9][CH:8]=2)=[O:4].[H-].[Na+].[F:20][C:21]1[CH:28]=[CH:27][C:24]([CH2:25]Br)=[CH:23][CH:22]=1.Cl, predict the reaction product. The product is: [CH3:1][O:2][C:3]([C:5]1[N:6]([CH2:25][C:24]2[CH:27]=[CH:28][C:21]([F:20])=[CH:22][CH:23]=2)[C:7]2[C:12]([CH:13]=1)=[CH:11][C:10]([S:14]([CH3:17])(=[O:16])=[O:15])=[CH:9][CH:8]=2)=[O:4].